Task: Predict the product of the given reaction.. Dataset: Forward reaction prediction with 1.9M reactions from USPTO patents (1976-2016) (1) Given the reactants [C:1]([O:6][CH3:7])(=[O:5])[C:2](C)=[CH2:3].[C:8](OC)(=O)[CH:9]=[CH2:10].[C:14](#[N:17])[CH:15]=[CH2:16].[CH2:18]=[CH:19][C:20]1[CH:25]=[CH:24][CH:23]=[CH:22][CH:21]=1, predict the reaction product. The product is: [C:14](#[N:17])[CH:15]=[CH2:16].[CH2:18]=[CH:19][C:20]1[CH:25]=[CH:24][CH:23]=[CH:22][CH:21]=1.[C:1]([O:6][CH2:7][CH2:8][CH2:9][CH3:10])(=[O:5])[CH:2]=[CH2:3]. (2) Given the reactants Cl[C:2]1[N:7]=[C:6]2[N:8]([CH:11]([CH3:13])[CH3:12])[N:9]=[CH:10][C:5]2=[CH:4][C:3]=1[CH:14]=[O:15].[S:16]1[CH:20]=[CH:19][C:18](B(O)O)=[CH:17]1.C([O-])([O-])=O.[Na+].[Na+], predict the reaction product. The product is: [CH:11]([N:8]1[C:6]2=[N:7][C:2]([C:18]3[CH:19]=[CH:20][S:16][CH:17]=3)=[C:3]([CH:14]=[O:15])[CH:4]=[C:5]2[CH:10]=[N:9]1)([CH3:13])[CH3:12]. (3) The product is: [Cl:1][C:2]1[CH:7]=[CH:6][C:5]([Cl:8])=[CH:4][C:3]=1[C:13]1[N:18]=[C:17]([NH2:19])[N:16]=[C:15]([NH:20][CH3:21])[CH:14]=1. Given the reactants [Cl:1][C:2]1[CH:7]=[CH:6][C:5]([Cl:8])=[CH:4][C:3]=1B(O)O.I[C:13]1[N:18]=[C:17]([NH2:19])[N:16]=[C:15]([NH:20][CH3:21])[CH:14]=1, predict the reaction product. (4) Given the reactants [CH3:1][C:2]1[N:6]([C:7]2[CH:12]=[CH:11][C:10]([N+:13]([O-:15])=[O:14])=[CH:9][CH:8]=2)[N:5]=[C:4]([C:16]([OH:18])=O)[N:3]=1.C[CH2:20][N:21](C(C)C)[CH:22](C)C.C(OC(Cl)=O)C(C)C.CNC, predict the reaction product. The product is: [CH3:20][N:21]([CH3:22])[C:16]([C:4]1[N:3]=[C:2]([CH3:1])[N:6]([C:7]2[CH:8]=[CH:9][C:10]([N+:13]([O-:15])=[O:14])=[CH:11][CH:12]=2)[N:5]=1)=[O:18]. (5) The product is: [ClH:20].[Cl:28][C:29]1[CH:34]=[CH:33][C:32]([C:21]2[N:22]=[CH:23][C:24]([O:18][CH2:17][CH2:16][C:14]3[N:15]=[C:11]([S:10][C:7]([CH3:8])([CH3:9])[C:6]([OH:5])=[O:19])[S:12][CH:13]=3)=[CH:25][CH:26]=2)=[CH:31][CH:30]=1. Given the reactants C([O:5][C:6](=[O:19])[C:7]([S:10][C:11]1[S:12][CH:13]=[C:14]([CH2:16][CH2:17][OH:18])[N:15]=1)([CH3:9])[CH3:8])(C)(C)C.[Cl:20][C:21]1[CH:26]=[CH:25][C:24](O)=[CH:23][N:22]=1.[Cl:28][C:29]1[CH:34]=[CH:33][C:32](OB(O)O)=[CH:31][CH:30]=1.Cl.C(OCC)(=O)C, predict the reaction product.